This data is from Reaction yield outcomes from USPTO patents with 853,638 reactions. The task is: Predict the reaction yield, written as a fraction of the theoretical maximum amount of product (1.0 means a 100% yield; for example, 0.34 means a 34% yield). (1) The reactants are [CH3:1][N:2]1C(=O)CCC1.Cl[C:9]1[CH:14]=[CH:13][C:12]([NH:15]C(=O)C(C)(C)C)=[C:11]([C:22]#[C:23][CH3:24])[C:10]=1[C:25]([F:28])([F:27])[F:26].C([Cu])#N.[OH-].[NH4+]. The catalyst is CCOCC. The product is [CH3:24][C:23]1[NH:15][C:12]2[C:11]([CH:22]=1)=[C:10]([C:25]([F:26])([F:27])[F:28])[C:9]([C:1]#[N:2])=[CH:14][CH:13]=2. The yield is 0.640. (2) The reactants are [NH2:1][C:2]1[S:3][CH:4]=[C:5]([C:7]([CH3:10])([CH3:9])[CH3:8])[N:6]=1.[Br:11]N1C(=O)CCC1=O.CCCCCC. The catalyst is C(Cl)(Cl)(Cl)Cl. The product is [NH2:1][C:2]1[S:3][C:4]([Br:11])=[C:5]([C:7]([CH3:10])([CH3:9])[CH3:8])[N:6]=1. The yield is 0.937. (3) The reactants are C(OC(=O)[CH2:5][N:6]([CH2:29][C:30]1[CH:35]=[CH:34][CH:33]=[CH:32][CH:31]=1)[C:7](=[O:28])[C@@H:8]([NH:20][C:21]([O:23]C(C)(C)C)=O)[CH2:9][O:10][CH2:11][C:12]1[CH:17]=[CH:16][C:15]([O:18][CH3:19])=[CH:14][CH:13]=1)C.C(Cl)(=O)C. The catalyst is CO. The product is [CH2:29]([N:6]1[CH2:5][C:21](=[O:23])[NH:20][C@@H:8]([CH2:9][O:10][CH2:11][C:12]2[CH:17]=[CH:16][C:15]([O:18][CH3:19])=[CH:14][CH:13]=2)[C:7]1=[O:28])[C:30]1[CH:31]=[CH:32][CH:33]=[CH:34][CH:35]=1. The yield is 0.560. (4) The reactants are [F:1][C:2]1[CH:19]=[C:18]([N+:20]([O-])=O)[CH:17]=[CH:16][C:3]=1[O:4][C:5]1[CH:10]=[CH:9][N:8]=[C:7]2[CH:11]=[C:12]([S:14][CH3:15])[S:13][C:6]=12. The catalyst is C(O)(=O)C.[Fe]. The product is [CH3:15][S:14][C:12]1[S:13][C:6]2[C:7](=[N:8][CH:9]=[CH:10][C:5]=2[O:4][C:3]2[CH:16]=[CH:17][C:18]([NH2:20])=[CH:19][C:2]=2[F:1])[CH:11]=1. The yield is 0.800.